This data is from Peptide-MHC class I binding affinity with 185,985 pairs from IEDB/IMGT. The task is: Regression. Given a peptide amino acid sequence and an MHC pseudo amino acid sequence, predict their binding affinity value. This is MHC class I binding data. (1) The peptide sequence is QTVEMSPFY. The MHC is HLA-B51:01 with pseudo-sequence HLA-B51:01. The binding affinity (normalized) is 0.213. (2) The binding affinity (normalized) is 0.0847. The peptide sequence is EVADRVIFM. The MHC is HLA-B15:09 with pseudo-sequence HLA-B15:09. (3) The peptide sequence is MTDVDLNYY. The MHC is HLA-A68:23 with pseudo-sequence YYAMYRNNVAQTDVDTLYIRYRDYTWAVWAYTWY. The binding affinity (normalized) is 0.936. (4) The peptide sequence is KQNPDIVIY. The MHC is HLA-A31:01 with pseudo-sequence HLA-A31:01. The binding affinity (normalized) is 0.295. (5) The peptide sequence is WKFDPTLAY. The MHC is Mamu-B3901 with pseudo-sequence Mamu-B3901. The binding affinity (normalized) is 0.